This data is from Forward reaction prediction with 1.9M reactions from USPTO patents (1976-2016). The task is: Predict the product of the given reaction. (1) Given the reactants [F:1][C:2]1[CH:3]=[C:4]([CH:35]=[CH:36][CH:37]=1)[CH2:5][N:6]1[C:14]2[C:9](=[CH:10][C:11]([NH:15][C:16]3[C:21]4[C:22]5[CH2:30][CH2:29][C:28]6[C:24](=[CH:25][N:26]([CH2:31][CH2:32][OH:33])[N:27]=6)[C:23]=5[S:34][C:20]=4[N:19]=[CH:18][N:17]=3)=[CH:12][CH:13]=2)[CH:8]=[N:7]1.[CH3:38][S:39](O[S:39]([CH3:38])(=[O:41])=[O:40])(=[O:41])=[O:40].N1C=CC=CC=1, predict the reaction product. The product is: [CH3:38][S:39]([O:33][CH2:32][CH2:31][N:26]1[CH:25]=[C:24]2[C:28]([CH2:29][CH2:30][C:22]3[C:21]4[C:16]([NH:15][C:11]5[CH:10]=[C:9]6[C:14](=[CH:13][CH:12]=5)[N:6]([CH2:5][C:4]5[CH:35]=[CH:36][CH:37]=[C:2]([F:1])[CH:3]=5)[N:7]=[CH:8]6)=[N:17][CH:18]=[N:19][C:20]=4[S:34][C:23]=32)=[N:27]1)(=[O:41])=[O:40]. (2) Given the reactants Cl[C:2]1[S:6][N:5]=[C:4]([S:7][CH3:8])[N:3]=1.[Br-].[CH:10]1([Zn+])[CH2:15][CH2:14][CH2:13][CH2:12][CH2:11]1, predict the reaction product. The product is: [CH3:8][S:7][C:4]1[N:3]=[C:2]([CH:10]2[CH2:15][CH2:14][CH2:13][CH2:12][CH2:11]2)[S:6][N:5]=1. (3) The product is: [CH3:2][S:3]([N:6]1[C:19]2[C:14](=[CH:15][CH:16]=[CH:17][CH:18]=2)[C:8]2([CH2:9][CH2:10][N:11]([C:40]([NH:39][CH:36]3[CH2:37][CH2:38][N:33]([C:27]4[CH:32]=[CH:31][CH:30]=[CH:29][CH:28]=4)[CH2:34][CH2:35]3)=[O:41])[CH2:12][CH2:13]2)[CH2:7]1)(=[O:4])=[O:5]. Given the reactants Cl.[CH3:2][S:3]([N:6]1[C:19]2[C:14](=[CH:15][CH:16]=[CH:17][CH:18]=2)[C:8]2([CH2:13][CH2:12][NH:11][CH2:10][CH2:9]2)[CH2:7]1)(=[O:5])=[O:4].C(N(CC)CC)C.[C:27]1([N:33]2[CH2:38][CH2:37][CH:36]([NH:39][C:40](=O)[O:41]C3C=CC=CC=3)[CH2:35][CH2:34]2)[CH:32]=[CH:31][CH:30]=[CH:29][CH:28]=1.C(=O)(O)[O-].[Na+], predict the reaction product. (4) Given the reactants C([Li])CCC.CN(C[N:10]1[CH:14]=[CH:13][N:12]=[CH:11]1)C.[I:15][C:16]1[CH:23]=[CH:22][CH:21]=[CH:20][C:17]=1[CH:18]=[O:19].Cl, predict the reaction product. The product is: [NH:10]1[CH:14]=[CH:13][N:12]=[C:11]1[CH:18]([C:17]1[CH:20]=[CH:21][CH:22]=[CH:23][C:16]=1[I:15])[OH:19]. (5) The product is: [Br:2][C:3]1[CH:4]=[C:5]2[C:9](=[CH:10][CH:11]=1)[CH2:8][C@@H:7]([NH2:12])[CH2:6]2. Given the reactants Br.[Br:2][C:3]1[CH:4]=[C:5]2[C:9](=[CH:10][CH:11]=1)[CH2:8][CH:7]([NH2:12])[CH2:6]2.CN1CCOCC1, predict the reaction product.